From a dataset of Forward reaction prediction with 1.9M reactions from USPTO patents (1976-2016). Predict the product of the given reaction. Given the reactants Br[C:2]1[C:7]([NH2:8])=[CH:6][N:5]=[CH:4][N:3]=1.[C:9]1(B(O)O)[CH:14]=[CH:13][CH:12]=[CH:11][CH:10]=1.C([O-])([O-])=O.[Na+].[Na+].C1(C)C=CC=CC=1, predict the reaction product. The product is: [C:9]1([C:2]2[C:7]([NH2:8])=[CH:6][N:5]=[CH:4][N:3]=2)[CH:14]=[CH:13][CH:12]=[CH:11][CH:10]=1.